This data is from Full USPTO retrosynthesis dataset with 1.9M reactions from patents (1976-2016). The task is: Predict the reactants needed to synthesize the given product. Given the product [Cl:1][C:2]1[C:3]([OH:13])=[C:4]2[C:9](=[CH:10][CH:11]=1)[NH:8][C:7](=[O:12])[CH:6]=[CH:5]2, predict the reactants needed to synthesize it. The reactants are: [Cl:1][C:2]1[C:3]([O:13]C)=[C:4]2[C:9](=[CH:10][CH:11]=1)[NH:8][C:7](=[O:12])[CH:6]=[CH:5]2.